This data is from Forward reaction prediction with 1.9M reactions from USPTO patents (1976-2016). The task is: Predict the product of the given reaction. (1) Given the reactants [CH2:1]([NH:3][C:4]1[CH:5]=[N:6][CH:7]=[CH:8][C:9]=1[NH2:10])[CH3:2].C(N1C2C=CC=CC=2N[C:14]1=[O:22])C, predict the reaction product. The product is: [CH2:1]([N:3]1[C:4]2[CH:5]=[N:6][CH:7]=[CH:8][C:9]=2[NH:10][C:14]1=[O:22])[CH3:2]. (2) Given the reactants C(=O)(O)[O-].[K+].Cl.[C:7](=[NH:10])([NH2:9])[CH3:8].Br[CH2:12][C:13]([C:15]1[CH:20]=[CH:19][C:18]([CH3:21])=[C:17]([Br:22])[CH:16]=1)=O, predict the reaction product. The product is: [Br:22][C:17]1[CH:16]=[C:15]([C:13]2[NH:9][C:7]([CH3:8])=[N:10][CH:12]=2)[CH:20]=[CH:19][C:18]=1[CH3:21].